From a dataset of Forward reaction prediction with 1.9M reactions from USPTO patents (1976-2016). Predict the product of the given reaction. (1) Given the reactants [C:1]([O:5][C:6](=[O:11])[NH:7][CH2:8][CH2:9]Br)([CH3:4])([CH3:3])[CH3:2].[CH3:12][O:13][CH2:14][CH2:15][NH2:16].C(N(CC)C(C)C)(C)C, predict the reaction product. The product is: [CH3:12][O:13][CH2:14][CH2:15][NH:16][CH2:9][CH2:8][NH:7][C:6](=[O:11])[O:5][C:1]([CH3:4])([CH3:3])[CH3:2]. (2) Given the reactants [NH:1]1[CH2:6][CH2:5][CH:4]([NH:7][C:8]2[O:9][C:10]3[CH:16]=[CH:15][C:14]([O:17][CH2:18][CH2:19][CH2:20][N:21]4[CH:25]=[N:24][CH:23]=[N:22]4)=[CH:13][C:11]=3[N:12]=2)[CH2:3][CH2:2]1.[CH2:26]([O:28][C:29]1[CH:34]=[C:33]([CH:35]=O)[CH:32]=[C:31]([O:37][CH2:38][CH3:39])[C:30]=1[C:40]1[CH:45]=[CH:44][C:43]([F:46])=[CH:42][CH:41]=1)[CH3:27].C([BH3-])#N.[Na+].C(N(C(C)C)C(C)C)C, predict the reaction product. The product is: [CH2:26]([O:28][C:29]1[CH:34]=[C:33]([CH2:35][N:1]2[CH2:6][CH2:5][CH:4]([NH:7][C:8]3[O:9][C:10]4[CH:16]=[CH:15][C:14]([O:17][CH2:18][CH2:19][CH2:20][N:21]5[CH:25]=[N:24][CH:23]=[N:22]5)=[CH:13][C:11]=4[N:12]=3)[CH2:3][CH2:2]2)[CH:32]=[C:31]([O:37][CH2:38][CH3:39])[C:30]=1[C:40]1[CH:41]=[CH:42][C:43]([F:46])=[CH:44][CH:45]=1)[CH3:27]. (3) Given the reactants [OH-].[K+].[Br:3][C:4]1[CH:9]=[CH:8][C:7]([CH2:10][C:11]([CH2:13][C:14]2[CH:19]=[CH:18][C:17]([Br:20])=[CH:16][CH:15]=2)=[O:12])=[CH:6][CH:5]=1.[Br:21][C:22]1[CH:27]=[CH:26][C:25]([C:28]([C:30]([C:32]2[CH:37]=[CH:36][C:35]([Br:38])=[CH:34][CH:33]=2)=O)=O)=[CH:24][CH:23]=1.O, predict the reaction product. The product is: [Br:3][C:4]1[CH:9]=[CH:8][C:7]([C:10]2[C:11](=[O:12])[C:13]([C:14]3[CH:15]=[CH:16][C:17]([Br:20])=[CH:18][CH:19]=3)=[C:28]([C:25]3[CH:26]=[CH:27][C:22]([Br:21])=[CH:23][CH:24]=3)[C:30]=2[C:32]2[CH:33]=[CH:34][C:35]([Br:38])=[CH:36][CH:37]=2)=[CH:6][CH:5]=1. (4) Given the reactants [CH3:1][C:2]1[N:7]=[C:6]([S:8][CH2:9][C:10]2[N:14]([CH3:15])[CH:13]=[N:12][CH:11]=2)[N:5]=[C:4]([OH:16])[CH:3]=1.[ClH:17].O1CCOCC1, predict the reaction product. The product is: [ClH:17].[CH3:1][C:2]1[N:7]=[C:6]([S:8][CH2:9][C:10]2[N:14]([CH3:15])[CH:13]=[N:12][CH:11]=2)[N:5]=[C:4]([OH:16])[CH:3]=1. (5) Given the reactants [BH-](OC(C)=O)(OC(C)=O)OC(C)=O.[Na+].[CH:15]([C:17]1[C:18]([C:22]([O:24][CH2:25][CH3:26])=[O:23])=[N:19][NH:20][CH:21]=1)=O.[CH3:27][C@@H:28]1[CH2:33][NH:32][CH2:31][CH2:30][N:29]1[C:34]1[CH:39]=[CH:38][C:37]([C:40]([F:43])([F:42])[F:41])=[CH:36][N:35]=1.C(O)(=O)C.C(=O)([O-])[O-].[Na+].[Na+], predict the reaction product. The product is: [CH3:27][C@H:28]1[N:29]([C:34]2[CH:39]=[CH:38][C:37]([C:40]([F:43])([F:41])[F:42])=[CH:36][N:35]=2)[CH2:30][CH2:31][N:32]([CH2:15][C:17]2[C:18]([C:22]([O:24][CH2:25][CH3:26])=[O:23])=[N:19][NH:20][CH:21]=2)[CH2:33]1.